Dataset: Catalyst prediction with 721,799 reactions and 888 catalyst types from USPTO. Task: Predict which catalyst facilitates the given reaction. (1) The catalyst class is: 25. Product: [CH2:21]([O:10][C:3]1[CH:4]=[C:5]([CH3:9])[C:6]([I:8])=[CH:7][C:2]=1[CH3:1])[CH2:22][CH2:13][CH2:14][CH2:15][CH3:16]. Reactant: [CH3:1][C:2]1[CH:7]=[C:6]([I:8])[C:5]([CH3:9])=[CH:4][C:3]=1[OH:10].[OH-].[K+].[CH2:13](OCCBr)[CH2:14][CH2:15][CH3:16].[CH3:21][C:22]#N. (2) Reactant: [OH:1][CH:2]1[CH2:5][N:4](C(OC(C)(C)C)=O)[CH2:3]1.C1COCC1.[H-].[Na+].[CH2:20](Br)[C:21]1[CH:26]=[CH:25][CH:24]=[CH:23][CH:22]=1. Product: [CH2:20]([O:1][CH:2]1[CH2:3][NH:4][CH2:5]1)[C:21]1[CH:26]=[CH:25][CH:24]=[CH:23][CH:22]=1. The catalyst class is: 161. (3) Reactant: [CH2:1]([O:3][CH:4]([O:25][CH2:26][CH3:27])[CH2:5][CH2:6][NH:7][C:8]([NH:19][C:20]1[CH:24]=[CH:23][S:22][CH:21]=1)=[C:9]1[C:14](=[O:15])OC(C)(C)[O:11][C:10]1=[O:18])[CH3:2].C[Si](C)(C)N[Si](C)(C)C.CO. Product: [CH2:26]([O:25][CH:4]([O:3][CH2:1][CH3:2])[CH2:5][CH2:6][NH:7][C:8]1[NH:19][C:20]2[CH:24]=[CH:23][S:22][C:21]=2[C:14](=[O:15])[C:9]=1[C:10]([OH:11])=[O:18])[CH3:27]. The catalyst class is: 27. (4) Reactant: [C:1]1([CH:7]([O:13][C:14]2[CH:19]=[CH:18][C:17]([C:20]([F:23])([F:22])[F:21])=[CH:16][CH:15]=2)[CH2:8][CH2:9][CH2:10][CH2:11][NH2:12])[CH:6]=[CH:5][CH:4]=[CH:3][CH:2]=1.C(N(C(C)C)CC)(C)C.Br[CH2:34][CH2:35][CH2:36][CH2:37]Br. Product: [C:1]1([CH:7]([O:13][C:14]2[CH:15]=[CH:16][C:17]([C:20]([F:21])([F:22])[F:23])=[CH:18][CH:19]=2)[CH2:8][CH2:9][CH2:10][CH2:11][N:12]2[CH2:37][CH2:36][CH2:35][CH2:34]2)[CH:6]=[CH:5][CH:4]=[CH:3][CH:2]=1. The catalyst class is: 10. (5) Reactant: [C:1]([Si:5]([CH3:13])([CH3:12])[O:6][CH2:7][C:8]#[C:9][CH2:10]O)([CH3:4])([CH3:3])[CH3:2].C1CCN2C(=[N:18]CCC2)CC1.C1C=CC(P(N=[N+]=[N-])(C2C=CC=CC=2)=O)=CC=1.C([O-])(O)=O.[Na+].C1(P(C2C=CC=CC=2)C2C=CC=CC=2)C=CC=CC=1.[N-]=[N+]=[N-]. Product: [C:1]([Si:5]([CH3:13])([CH3:12])[O:6][CH2:7][C:8]#[C:9][CH2:10][NH2:18])([CH3:4])([CH3:3])[CH3:2]. The catalyst class is: 20.